This data is from Aqueous solubility values for 9,982 compounds from the AqSolDB database. The task is: Regression/Classification. Given a drug SMILES string, predict its absorption, distribution, metabolism, or excretion properties. Task type varies by dataset: regression for continuous measurements (e.g., permeability, clearance, half-life) or binary classification for categorical outcomes (e.g., BBB penetration, CYP inhibition). For this dataset (solubility_aqsoldb), we predict Y. (1) The molecule is O=C1C=C/C(=N\Nc2ccccc2)C(O)=C1. The Y is -3.03 log mol/L. (2) The drug is CN(C)C(=O)c1cc(N2CC2)c([N+](=O)[O-])cc1[N+](=O)[O-]. The Y is -2.48 log mol/L. (3) The molecule is CN(C)S(=O)(=O)Nc1nnc(S(N)(=O)=O)s1. The Y is -2.68 log mol/L. (4) The molecule is CN1C(=O)C(N)C(=S)N(C)C1=O. The Y is -1.12 log mol/L. (5) The molecule is CC(=O)CCC1C(=O)N(c2ccccc2)N(c2ccccc2)C1=O. The Y is -3.27 log mol/L. (6) The compound is CCOC(=O)[C@@H](N)CC(C)C. The Y is -0.561 log mol/L.